This data is from Reaction yield outcomes from USPTO patents with 853,638 reactions. The task is: Predict the reaction yield, written as a fraction of the theoretical maximum amount of product (1.0 means a 100% yield; for example, 0.34 means a 34% yield). (1) The reactants are [NH2:1][C:2]1[N:7]=[CH:6][N:5]=[C:4]2[N:8]([CH2:24][CH2:25][NH:26][C:27](=[O:31])[CH2:28][C:29]#[N:30])[N:9]=[C:10]([C:11]3[CH:16]=[CH:15][C:14]([O:17][C:18]4[CH:23]=[CH:22][CH:21]=[CH:20][CH:19]=4)=[CH:13][CH:12]=3)[C:3]=12.[CH2:32]1[CH:34]([CH:35](O)C#N)[CH2:33]1.N1CCCCC1.O. The catalyst is CO. The product is [NH2:1][C:2]1[N:7]=[CH:6][N:5]=[C:4]2[N:8]([CH2:24][CH2:25][NH:26][C:27](=[O:31])[C:28]([C:29]#[N:30])=[CH:35][CH:34]3[CH2:32][CH2:33]3)[N:9]=[C:10]([C:11]3[CH:16]=[CH:15][C:14]([O:17][C:18]4[CH:23]=[CH:22][CH:21]=[CH:20][CH:19]=4)=[CH:13][CH:12]=3)[C:3]=12. The yield is 0.380. (2) The reactants are [C:1]([O:5][C:6]([NH:8][C@@H:9]([C:14]([O:16][CH2:17][C:18]1[CH:23]=[CH:22][CH:21]=[CH:20][CH:19]=1)=[O:15])[CH2:10][CH2:11][CH2:12][OH:13])=[O:7])([CH3:4])([CH3:3])[CH3:2].CO[C:26](OC)([CH3:28])[CH3:27].CC1C=CC(S([O-])(=O)=O)=CC=1.C1C=C[NH+]=CC=1.O. The catalyst is C1COCC1. The product is [CH3:27][C:26]1([CH3:28])[N:8]([C:6]([O:5][C:1]([CH3:4])([CH3:2])[CH3:3])=[O:7])[C@@H:9]([C:14]([O:16][CH2:17][C:18]2[CH:19]=[CH:20][CH:21]=[CH:22][CH:23]=2)=[O:15])[CH2:10][CH2:11][CH2:12][O:13]1. The yield is 0.740. (3) The reactants are [F:1][C:2]1[CH:9]=[CH:8][C:5]([C:6]#[N:7])=[C:4]([O:10][CH3:11])[CH:3]=1.[ClH:12].[H][H]. The catalyst is C(O)C.[Pd]. The product is [ClH:12].[F:1][C:2]1[CH:9]=[CH:8][C:5]([CH2:6][NH2:7])=[C:4]([O:10][CH3:11])[CH:3]=1. The yield is 0.880. (4) The product is [CH3:15][S:14][C:10]1[N:9]=[C:8]([C:6]2[CH:5]=[CH:4][NH:3][C:2](=[O:16])[CH:7]=2)[CH:13]=[CH:12][N:11]=1. The reactants are F[C:2]1[CH:7]=[C:6]([C:8]2[CH:13]=[CH:12][N:11]=[C:10]([S:14][CH3:15])[N:9]=2)[CH:5]=[CH:4][N:3]=1.[OH-:16].[Na+]. The yield is 0.490. The catalyst is Cl.